This data is from Catalyst prediction with 721,799 reactions and 888 catalyst types from USPTO. The task is: Predict which catalyst facilitates the given reaction. (1) The catalyst class is: 7. Product: [CH2:10]([S:8][C:5]1[CH:6]=[CH:7][C:2]([F:1])=[CH:3][CH:4]=1)[CH3:11]. Reactant: [F:1][C:2]1[CH:7]=[CH:6][C:5]([SH:8])=[CH:4][CH:3]=1.I[CH2:10][CH3:11].C(N(CC)CC)C. (2) Reactant: [CH:1]([S:4][C:5]1[CH:6]=[C:7]2[C:11](=[CH:12][CH:13]=1)[NH:10][N:9]=[C:8]2[NH:14][C:15]1[S:16][CH:17]=[CH:18][N:19]=1)([CH3:3])[CH3:2].I(O)(=O)(=O)=[O:21].[Na]. Product: [CH:1]([S:4]([C:5]1[CH:6]=[C:7]2[C:11](=[CH:12][CH:13]=1)[NH:10][N:9]=[C:8]2[NH:14][C:15]1[S:16][CH:17]=[CH:18][N:19]=1)=[O:21])([CH3:3])[CH3:2]. The catalyst class is: 253. (3) Reactant: [NH2:1][C:2]1[CH:6]=[CH:5][NH:4][N:3]=1.[C:7]1(=O)[O:12][C:10](=[O:11])[C:9]2=[CH:13][CH:14]=[CH:15][CH:16]=[C:8]12. Product: [NH:4]1[CH:5]=[CH:6][C:2]([N:1]2[C:10](=[O:11])[C:9]3[C:8](=[CH:16][CH:15]=[CH:14][CH:13]=3)[C:7]2=[O:12])=[N:3]1. The catalyst class is: 12. (4) The catalyst class is: 2. Reactant: [C:1]1([C:7]2([SeH])[CH2:11][CH2:10][CH:9](CC=C)[C:8]2=[O:15])C=CC=[CH:3][CH:2]=1.[Cl-].[NH4+].OO. Product: [CH2:3]=[CH:2][CH2:1][CH:7]1[C:8](=[O:15])[CH:9]=[CH:10][CH2:11]1. (5) Reactant: [Cl-].[CH3:2][O:3][C:4]([C@@H:6]1[CH2:10][CH2:9][CH2:8][NH2+:7]1)=[O:5].C(N(CC)CC)C.[Cl:18][C:19]1[CH:24]=[C:23](Cl)[N:22]=[C:21]([C:26]2[N:30]3[CH:31]=[C:32]([F:35])[CH:33]=[CH:34][C:29]3=[N:28][CH:27]=2)[N:20]=1. The catalyst class is: 8. Product: [Cl:18][C:19]1[N:20]=[C:21]([C:26]2[N:30]3[CH:31]=[C:32]([F:35])[CH:33]=[CH:34][C:29]3=[N:28][CH:27]=2)[N:22]=[C:23]([N:7]2[CH2:8][CH2:9][CH2:10][C@H:6]2[C:4]([O:3][CH3:2])=[O:5])[CH:24]=1. (6) Product: [F:43][C:41]([F:42])([F:44])[C:33]1[CH:32]=[C:31]([CH:36]=[C:35]([C:37]([F:39])([F:40])[F:38])[CH:34]=1)[CH2:30][N:28]([CH3:29])[C:27](=[O:45])[C:17]1[C:18]([C:20]2[CH:25]=[CH:24][CH:23]=[CH:22][C:21]=2[CH3:26])=[CH:19][C:14]([N:11]2[CH2:10][CH2:9][NH:8][CH2:13][CH2:12]2)=[N:15][CH:16]=1. The catalyst class is: 13. Reactant: C(OC([N:8]1[CH2:13][CH2:12][N:11]([C:14]2[CH:19]=[C:18]([C:20]3[CH:25]=[CH:24][CH:23]=[CH:22][C:21]=3[CH3:26])[C:17]([C:27](=[O:45])[N:28]([CH2:30][C:31]3[CH:36]=[C:35]([C:37]([F:40])([F:39])[F:38])[CH:34]=[C:33]([C:41]([F:44])([F:43])[F:42])[CH:32]=3)[CH3:29])=[CH:16][N:15]=2)[CH2:10][CH2:9]1)=O)(C)(C)C.CO.[OH-].[Na+]. (7) Reactant: [NH2:1][C:2]([NH2:4])=[S:3].Br[CH:6]([CH2:9][CH2:10][N:11]1[C:19](=[O:20])[C:18]2[C:13](=[CH:14][CH:15]=[CH:16][CH:17]=2)[C:12]1=[O:21])[CH:7]=O. Product: [NH2:1][C:2]1[S:3][C:6]([CH2:9][CH2:10][N:11]2[C:19](=[O:20])[C:18]3[C:13](=[CH:14][CH:15]=[CH:16][CH:17]=3)[C:12]2=[O:21])=[CH:7][N:4]=1. The catalyst class is: 15.